This data is from NCI-60 drug combinations with 297,098 pairs across 59 cell lines. The task is: Regression. Given two drug SMILES strings and cell line genomic features, predict the synergy score measuring deviation from expected non-interaction effect. (1) Drug 1: C1CC(=O)NC(=O)C1N2C(=O)C3=CC=CC=C3C2=O. Drug 2: CCC1(C2=C(COC1=O)C(=O)N3CC4=CC5=C(C=CC(=C5CN(C)C)O)N=C4C3=C2)O.Cl. Cell line: NCI-H226. Synergy scores: CSS=0.264, Synergy_ZIP=-4.43, Synergy_Bliss=-8.75, Synergy_Loewe=-24.7, Synergy_HSA=-10.7. (2) Synergy scores: CSS=-3.37, Synergy_ZIP=-0.116, Synergy_Bliss=-3.67, Synergy_Loewe=-13.2, Synergy_HSA=-13.3. Drug 1: CNC(=O)C1=CC=CC=C1SC2=CC3=C(C=C2)C(=NN3)C=CC4=CC=CC=N4. Cell line: RPMI-8226. Drug 2: CS(=O)(=O)OCCCCOS(=O)(=O)C.